Dataset: Full USPTO retrosynthesis dataset with 1.9M reactions from patents (1976-2016). Task: Predict the reactants needed to synthesize the given product. (1) Given the product [CH2:1]([O:8][C:9]1[CH:10]=[CH:11][C:12]2[O:16][C:15]([CH:17]([OH:20])[CH2:18][CH3:19])=[C:14]([CH3:21])[C:13]=2[CH:22]=1)[C:2]1[CH:3]=[CH:4][CH:5]=[CH:6][CH:7]=1, predict the reactants needed to synthesize it. The reactants are: [CH2:1]([O:8][C:9]1[CH:10]=[CH:11][C:12]2[O:16][C:15]([C:17](=[O:20])[CH2:18][CH3:19])=[C:14]([CH3:21])[C:13]=2[CH:22]=1)[C:2]1[CH:7]=[CH:6][CH:5]=[CH:4][CH:3]=1.[BH4-].[Na+]. (2) The reactants are: [OH:1][C:2]1[C:3]([C:18](=O)[CH3:19])=[N:4][N:5]([CH3:17])[C:6]=1[C:7]1[CH:12]=[CH:11][C:10]([C:13]([F:16])([F:15])[F:14])=[CH:9][CH:8]=1.[N+:21]([C:24]1[CH:33]=[C:32]([C:34]([NH:36][NH2:37])=[O:35])[CH:31]=[CH:30][C:25]=1[C:26]([O:28][CH3:29])=[O:27])([O-:23])=[O:22].O.S(C1C=CC(C)=CC=1)(O)(=O)=O. Given the product [OH:1][C:2]1[C:3]([C:18](=[N:37][NH:36][C:34]([C:32]2[CH:31]=[CH:30][C:25]([C:26]([O:28][CH3:29])=[O:27])=[C:24]([N+:21]([O-:23])=[O:22])[CH:33]=2)=[O:35])[CH3:19])=[N:4][N:5]([CH3:17])[C:6]=1[C:7]1[CH:12]=[CH:11][C:10]([C:13]([F:14])([F:16])[F:15])=[CH:9][CH:8]=1, predict the reactants needed to synthesize it. (3) Given the product [OH:14][C:15]1[CH:22]=[CH:21][C:20]([CH3:23])=[CH:19][C:16]=1[CH2:17][N:4]1[CH2:5][CH2:6][N:1]([C:7]2[N:12]=[CH:11][NH:10][C:9](=[O:13])[CH:8]=2)[CH2:2][CH2:3]1, predict the reactants needed to synthesize it. The reactants are: [N:1]1([C:7]2[N:12]=[CH:11][NH:10][C:9](=[O:13])[CH:8]=2)[CH2:6][CH2:5][NH:4][CH2:3][CH2:2]1.[OH:14][C:15]1[CH:22]=[CH:21][C:20]([CH3:23])=[CH:19][C:16]=1[CH:17]=O. (4) Given the product [Br:1][C:2]1[CH:12]=[CH:11][C:5]([CH2:6][OH:7])=[CH:4][C:3]=1[O:13][CH2:14][C:15]1[CH:20]=[CH:19][CH:18]=[CH:17][CH:16]=1, predict the reactants needed to synthesize it. The reactants are: [Br:1][C:2]1[CH:12]=[CH:11][C:5]([C:6](OCC)=[O:7])=[CH:4][C:3]=1[O:13][CH2:14][C:15]1[CH:20]=[CH:19][CH:18]=[CH:17][CH:16]=1.CC(C[AlH]CC(C)C)C.Cl. (5) Given the product [CH2:1]([O:8][C:9]1[CH:10]=[C:11]2[C:16](=[CH:17][CH:18]=1)[C:15](=[O:19])[N:14]([CH2:20][CH:21]([CH3:23])[CH3:22])[C:13]([CH2:24][N:37]1[C:33](=[O:43])[C:34]3[C:35](=[CH:39][CH:40]=[CH:41][CH:42]=3)[C:36]1=[O:38])=[C:12]2[C:26]1[CH:31]=[CH:30][C:29]([F:32])=[CH:28][CH:27]=1)[C:2]1[CH:7]=[CH:6][CH:5]=[CH:4][CH:3]=1, predict the reactants needed to synthesize it. The reactants are: [CH2:1]([O:8][C:9]1[CH:10]=[C:11]2[C:16](=[CH:17][CH:18]=1)[C:15](=[O:19])[N:14]([CH2:20][CH:21]([CH3:23])[CH3:22])[C:13]([CH2:24]Cl)=[C:12]2[C:26]1[CH:31]=[CH:30][C:29]([F:32])=[CH:28][CH:27]=1)[C:2]1[CH:7]=[CH:6][CH:5]=[CH:4][CH:3]=1.[C:33]1(=[O:43])[NH:37][C:36](=[O:38])[C:35]2=[CH:39][CH:40]=[CH:41][CH:42]=[C:34]12.[K].O. (6) Given the product [CH2:1]([O:3][C:4](=[O:20])[CH:5]([O:17][CH2:18][CH3:19])[CH2:6][C:7]1[CH:12]=[CH:11][C:10]([O:13][CH2:34][CH2:33][C:23]2[N:24]=[C:25]([C:27]3[CH:32]=[CH:31][CH:30]=[CH:29][CH:28]=3)[S:26][C:22]=2[CH3:21])=[CH:9][C:8]=1[O:14][CH2:15][CH3:16])[CH3:2], predict the reactants needed to synthesize it. The reactants are: [CH2:1]([O:3][C:4](=[O:20])[CH:5]([O:17][CH2:18][CH3:19])[CH2:6][C:7]1[CH:12]=[CH:11][C:10]([OH:13])=[CH:9][C:8]=1[O:14][CH2:15][CH3:16])[CH3:2].[CH3:21][C:22]1[S:26][C:25]([C:27]2[CH:32]=[CH:31][CH:30]=[CH:29][CH:28]=2)=[N:24][C:23]=1[CH2:33][CH2:34]O.C1(P(C2C=CC=CC=2)C2C=CC=CC=2)C=CC=CC=1.N(C(OC(C)(C)C)=O)=NC(OC(C)(C)C)=O.